Task: Predict the reactants needed to synthesize the given product.. Dataset: Full USPTO retrosynthesis dataset with 1.9M reactions from patents (1976-2016) (1) Given the product [CH3:1][N:2]1[C:10](=[O:11])[C:9]2[C:4](=[CH:5][CH:6]=[C:7]([C:12]([OH:14])=[O:13])[CH:8]=2)[NH:3]1, predict the reactants needed to synthesize it. The reactants are: [CH3:1][N:2]1[C:10](=[O:11])[C:9]2[C:4](=[CH:5][CH:6]=[C:7]([C:12]([O:14]C)=[O:13])[CH:8]=2)[N:3]1C(OCC)=O.[OH-].[K+]. (2) Given the product [NH2:8][C:9]1[C:14]([C:15]#[N:16])=[CH:13][N:12]=[C:11]2[N:17]([CH2:20][O:21][CH2:22][CH2:23][Si:24]([CH3:27])([CH3:26])[CH3:25])[CH:18]=[CH:19][C:10]=12, predict the reactants needed to synthesize it. The reactants are: COC1C=CC(C[NH:8][C:9]2[C:14]([C:15]#[N:16])=[CH:13][N:12]=[C:11]3[N:17]([CH2:20][O:21][CH2:22][CH2:23][Si:24]([CH3:27])([CH3:26])[CH3:25])[CH:18]=[CH:19][C:10]=23)=CC=1.C1(C)C=CC=CC=1.ClC1C(=O)C(C#N)=C(C#N)C(=O)C=1Cl.C(=O)([O-])O.[Na+]. (3) Given the product [Cl:1][C:2]1[CH:3]=[C:4]([NH:9][C:10]([CH2:11][N:12]([C:13]2[CH:14]=[CH:15][CH:16]=[CH:17][CH:18]=2)[C:25](=[O:26])[C:24]2[CH:28]=[CH:29][CH:30]=[C:22]([C:21]([F:20])([F:31])[F:32])[CH:23]=2)=[O:19])[CH:5]=[CH:6][C:7]=1[Cl:8], predict the reactants needed to synthesize it. The reactants are: [Cl:1][C:2]1[CH:3]=[C:4]([NH:9][C:10](=[O:19])[CH2:11][NH:12][C:13]2[CH:18]=[CH:17][CH:16]=[CH:15][CH:14]=2)[CH:5]=[CH:6][C:7]=1[Cl:8].[F:20][C:21]([F:32])([F:31])[C:22]1[CH:23]=[C:24]([CH:28]=[CH:29][CH:30]=1)[C:25](Cl)=[O:26].